Dataset: Catalyst prediction with 721,799 reactions and 888 catalyst types from USPTO. Task: Predict which catalyst facilitates the given reaction. (1) Reactant: [OH:1][C:2]1[C:10]([CH3:11])=[CH:9][C:8]([C:12]2[N:13]([C:28]([O:30][C:31]([CH3:34])([CH3:33])[CH3:32])=[O:29])[C:14]3[C:19]([CH:20]=2)=[CH:18][C:17]([CH2:21][N:22]2[CH2:27][CH2:26][CH2:25][CH2:24][CH2:23]2)=[CH:16][CH:15]=3)=[C:7]2[C:3]=1[CH2:4][NH:5][C:6]2=[O:35].C(N(CC)CC)C.[CH3:43][S:44](Cl)(=[O:46])=[O:45]. Product: [CH3:43][S:44]([O:1][C:2]1[C:10]([CH3:11])=[CH:9][C:8]([C:12]2[N:13]([C:28]([O:30][C:31]([CH3:32])([CH3:34])[CH3:33])=[O:29])[C:14]3[C:19]([CH:20]=2)=[CH:18][C:17]([CH2:21][N:22]2[CH2:27][CH2:26][CH2:25][CH2:24][CH2:23]2)=[CH:16][CH:15]=3)=[C:7]2[C:3]=1[CH2:4][NH:5][C:6]2=[O:35])(=[O:46])=[O:45]. The catalyst class is: 4. (2) The catalyst class is: 3. Reactant: [Br:1][C:2]1[C:3]([F:11])=[C:4]([CH:8]=[CH:9][CH:10]=1)[C:5]([OH:7])=[O:6].[C:12](=O)([O-])[O-].[K+].[K+].IC.CC(OC)(C)C. Product: [Br:1][C:2]1[C:3]([F:11])=[C:4]([CH:8]=[CH:9][CH:10]=1)[C:5]([O:7][CH3:12])=[O:6].